From a dataset of Full USPTO retrosynthesis dataset with 1.9M reactions from patents (1976-2016). Predict the reactants needed to synthesize the given product. (1) Given the product [NH2:34][C:31]1[CH:30]=[CH:29][C:28]([CH2:27][N:20]2[C:21]3[CH:26]=[CH:25][CH:24]=[CH:23][C:22]=3[N:16]([C:13]3[CH:14]=[CH:15][C:10]([CH2:9][NH:8][C:6]([O:5][C:1]([CH3:4])([CH3:2])[CH3:3])=[O:7])=[CH:11][CH:12]=3)[C:17](=[O:38])[CH2:18][C:19]2=[O:37])=[CH:33][CH:32]=1, predict the reactants needed to synthesize it. The reactants are: [C:1]([O:5][C:6]([NH:8][CH2:9][C:10]1[CH:15]=[CH:14][C:13]([N:16]2[C:22]3[CH:23]=[CH:24][CH:25]=[CH:26][C:21]=3[N:20]([CH2:27][C:28]3[CH:33]=[CH:32][C:31]([N+:34]([O-])=O)=[CH:30][CH:29]=3)[C:19](=[O:37])[CH2:18][C:17]2=[O:38])=[CH:12][CH:11]=1)=[O:7])([CH3:4])([CH3:3])[CH3:2]. (2) Given the product [C:41]([C@@H:40]([NH:39][C:12]([C:10]1[CH:9]=[CH:8][C:7]([CH:15]2[CH2:19][CH2:18][O:17][CH2:16]2)=[C:6]([O:5][CH2:4][CH:1]2[CH2:2][CH2:3]2)[N:11]=1)=[O:14])[CH2:44][CH:45]([CH3:47])[CH3:46])(=[O:42])[NH2:43], predict the reactants needed to synthesize it. The reactants are: [CH:1]1([CH2:4][O:5][C:6]2[N:11]=[C:10]([C:12]([OH:14])=O)[CH:9]=[CH:8][C:7]=2[CH:15]2[CH2:19][CH2:18][O:17][CH2:16]2)[CH2:3][CH2:2]1.C1(COC2N=C(C(O)=O)C=CC=2C2CCCO2)CC1.[NH2:39][C@@H:40]([CH2:44][CH:45]([CH3:47])[CH3:46])[C:41]([NH2:43])=[O:42]. (3) The reactants are: [CH3:1][C:2]1[CH:8]=[C:7]([Br:9])[CH:6]=[CH:5][C:3]=1[NH2:4].[CH2:10]([O:12][C:13]([C:15]1([CH2:28][CH2:29][CH:30]=O)[CH2:20][CH2:19][N:18]([C:21]([O:23][C:24]([CH3:27])([CH3:26])[CH3:25])=[O:22])[CH2:17][CH2:16]1)=[O:14])[CH3:11].C(OC(=O)C)(=O)C.[BH-](OC(C)=O)(OC(C)=O)OC(C)=O.[Na+]. Given the product [CH2:10]([O:12][C:13]([C:15]1([CH2:28][CH2:29][CH2:30][NH:4][C:3]2[CH:5]=[CH:6][C:7]([Br:9])=[CH:8][C:2]=2[CH3:1])[CH2:20][CH2:19][N:18]([C:21]([O:23][C:24]([CH3:27])([CH3:26])[CH3:25])=[O:22])[CH2:17][CH2:16]1)=[O:14])[CH3:11], predict the reactants needed to synthesize it. (4) Given the product [F:1][C:2]1[CH:7]=[CH:6][C:5]([C:8]2[S:12][C:11]3[CH:13]=[C:14]([O:17][CH3:18])[CH:15]=[CH:16][C:10]=3[C:9]=2[O:19][C:20]2[CH:33]=[CH:32][C:23](/[CH:24]=[CH:25]/[C:26]3[NH:42][C:28]([CH3:31])=[N:29][N:30]=3)=[CH:22][CH:21]=2)=[C:4]([CH3:34])[CH:3]=1, predict the reactants needed to synthesize it. The reactants are: [F:1][C:2]1[CH:7]=[CH:6][C:5]([C:8]2[S:12][C:11]3[CH:13]=[C:14]([O:17][CH3:18])[CH:15]=[CH:16][C:10]=3[C:9]=2[O:19][C:20]2[CH:33]=[CH:32][C:23](/[CH:24]=[CH:25]/[C:26]3O[C:28]([CH3:31])=[N:29][N:30]=3)=[CH:22][CH:21]=2)=[C:4]([CH3:34])[CH:3]=1.FC(F)(F)C([O-])=O.[NH4+:42]. (5) Given the product [F:1][C:2]1[C:7]([F:8])=[CH:6][CH:5]=[CH:4][C:3]=1[CH2:9][S:10]([C:11]1[N:20]=[C:19]([NH:21][CH:22]([CH2:25][OH:26])[CH2:23][OH:24])[C:18]2[N:17]=[CH:16][C:15](=[O:27])[NH:14][C:13]=2[N:12]=1)(=[O:29])=[O:28], predict the reactants needed to synthesize it. The reactants are: [F:1][C:2]1[C:7]([F:8])=[CH:6][CH:5]=[CH:4][C:3]=1[CH2:9][S:10][C:11]1[N:20]=[C:19]([NH:21][CH:22]([CH2:25][OH:26])[CH2:23][OH:24])[C:18]2[N:17]=[CH:16][C:15](=[O:27])[NH:14][C:13]=2[N:12]=1.[OH2:28].[OH:29]OS([O-])=O.[K+]. (6) Given the product [OH:1][CH2:2][CH2:3][S:4][C:5]1[CH:6]=[C:7]([C:15]2[C:19]3[CH2:20][N:21]([S:24]([CH3:27])(=[O:26])=[O:25])[CH2:22][CH2:23][C:18]=3[N:17]([CH2:28][CH2:29][CH2:30][N:21]3[CH2:22][CH2:23][CH:18]([N:17]4[CH2:46][CH2:48][CH2:33][C:32]4=[O:35])[CH2:19][CH2:20]3)[N:16]=2)[CH:8]=[CH:9][C:10]=1[C:11]([F:13])([F:14])[F:12], predict the reactants needed to synthesize it. The reactants are: [OH:1][CH2:2][CH2:3][S:4][C:5]1[CH:6]=[C:7]([C:15]2[C:19]3[CH2:20][N:21]([S:24]([CH3:27])(=[O:26])=[O:25])[CH2:22][CH2:23][C:18]=3[N:17]([CH2:28][CH2:29][CH:30]=O)[N:16]=2)[CH:8]=[CH:9][C:10]=1[C:11]([F:14])([F:13])[F:12].[C:32]([OH:35])(=O)[CH3:33].[BH-](O[C:46]([CH3:48])=O)(OC(C)=O)OC(C)=O.[Na+].[OH-].[Na+].